This data is from Full USPTO retrosynthesis dataset with 1.9M reactions from patents (1976-2016). The task is: Predict the reactants needed to synthesize the given product. Given the product [Si:28]([O:27][CH2:26][CH2:25][C@H:24]([NH:23][C:18]1[O:19][C:20]([CH3:22])([CH3:21])[CH:15]([C:11]2[CH:10]=[C:9]([OH:8])[CH:14]=[CH:13][CH:12]=2)[S:16](=[O:42])(=[O:41])[N:17]=1)[C:35]1[CH:36]=[CH:37][CH:38]=[CH:39][CH:40]=1)([C:31]([CH3:34])([CH3:32])[CH3:33])([CH3:30])[CH3:29], predict the reactants needed to synthesize it. The reactants are: C([O:8][C:9]1[CH:10]=[C:11]([CH:15]2[C:20]([CH3:22])([CH3:21])[O:19][C:18]([NH:23][C@H:24]([C:35]3[CH:40]=[CH:39][CH:38]=[CH:37][CH:36]=3)[CH2:25][CH2:26][O:27][Si:28]([C:31]([CH3:34])([CH3:33])[CH3:32])([CH3:30])[CH3:29])=[N:17][S:16]2(=[O:42])=[O:41])[CH:12]=[CH:13][CH:14]=1)C1C=CC=CC=1.C(N(CC)CC)C.